This data is from Peptide-MHC class II binding affinity with 134,281 pairs from IEDB. The task is: Regression. Given a peptide amino acid sequence and an MHC pseudo amino acid sequence, predict their binding affinity value. This is MHC class II binding data. (1) The peptide sequence is TIPLVALTLTSYLGLK. The MHC is DRB3_0202 with pseudo-sequence DRB3_0202. The binding affinity (normalized) is 0.506. (2) The peptide sequence is EKKYFAATQFEPLAL. The MHC is HLA-DPA10201-DPB10101 with pseudo-sequence HLA-DPA10201-DPB10101. The binding affinity (normalized) is 0.945. (3) The binding affinity (normalized) is 0.147. The MHC is DRB3_0101 with pseudo-sequence DRB3_0101. The peptide sequence is IVDMKILNHLIHKQN.